This data is from Full USPTO retrosynthesis dataset with 1.9M reactions from patents (1976-2016). The task is: Predict the reactants needed to synthesize the given product. (1) Given the product [Cl:1][C:2]1[CH:3]=[CH:4][C:5]2[N:11]3[C:12]([C:15]([F:18])([F:17])[F:16])=[N:13][N:14]=[C:10]3[C@H:9]([CH2:19][C:20]([OH:22])=[O:21])[O:8][C@@H:7]([C:25]3[CH:30]=[CH:29][CH:28]=[C:27]([O:31][CH3:32])[C:26]=3[O:33][CH:34]([F:35])[F:36])[C:6]=2[CH:37]=1, predict the reactants needed to synthesize it. The reactants are: [Cl:1][C:2]1[CH:3]=[CH:4][C:5]2[N:11]3[C:12]([C:15]([F:18])([F:17])[F:16])=[N:13][N:14]=[C:10]3[C@H:9]([CH2:19][C:20]([O:22]CC)=[O:21])[O:8][C@@H:7]([C:25]3[CH:30]=[CH:29][CH:28]=[C:27]([O:31][CH3:32])[C:26]=3[O:33][CH:34]([F:36])[F:35])[C:6]=2[CH:37]=1.Cl. (2) Given the product [CH2:2]([C:1]1[N:39]([CH2:40][CH2:41][CH2:42][CH2:43][CH2:44][C:45]([O:47][CH2:48][CH3:49])=[O:46])[C:38]2[C:37]3[CH:36]=[CH:35][CH:34]=[CH:33][C:32]=3[N:31]=[CH:30][C:29]=2[N:28]=1)[CH2:3][CH3:4], predict the reactants needed to synthesize it. The reactants are: [C:1](OC)(OC)(OC)[CH2:2][CH2:3][CH3:4].C1(C)C=CC(S([O-])(=O)=O)=CC=1.[NH+]1C=CC=CC=1.[NH2:28][C:29]1[CH:30]=[N:31][C:32]2[C:37]([C:38]=1[NH:39][CH2:40][CH2:41][CH2:42][CH2:43][CH2:44][C:45]([O:47][CH2:48][CH3:49])=[O:46])=[CH:36][CH:35]=[CH:34][CH:33]=2. (3) Given the product [C:1]([O:5][C:6](=[O:14])[NH:7][C@H:8]1[CH2:13][CH2:12][CH2:11][N:10]([C:16]2[N:24]([CH2:25][CH:26]=[C:27]([CH3:28])[CH3:29])[C:23]3[C:22](=[O:30])[NH:21][CH:20]=[N:19][C:18]=3[C:17]=2[C:31]#[N:32])[CH2:9]1)([CH3:4])([CH3:2])[CH3:3], predict the reactants needed to synthesize it. The reactants are: [C:1]([O:5][C:6](=[O:14])[NH:7][C@H:8]1[CH2:13][CH2:12][CH2:11][NH:10][CH2:9]1)([CH3:4])([CH3:3])[CH3:2].Br[C:16]1[N:24]([CH2:25][CH:26]=[C:27]([CH3:29])[CH3:28])[C:23]2[C:22](=[O:30])[NH:21][CH:20]=[N:19][C:18]=2[C:17]=1[C:31]#[N:32]. (4) Given the product [CH2:1]([S:8][C:9]1[N:10]=[N:11][N:12]([CH3:14])[CH:13]=1)[C:2]1[CH:3]=[CH:4][CH:5]=[CH:6][CH:7]=1, predict the reactants needed to synthesize it. The reactants are: [CH2:1]([S:8][C:9]1[N:10]=[N:11][NH:12][CH:13]=1)[C:2]1[CH:7]=[CH:6][CH:5]=[CH:4][CH:3]=1.[C:14](=O)([O-])[O-].[K+].[K+].S(OC)(OC)(=O)=O.